This data is from Forward reaction prediction with 1.9M reactions from USPTO patents (1976-2016). The task is: Predict the product of the given reaction. (1) Given the reactants [N+](C1C=CC(C2[S:14]C(CCC(OC)=O)=NC=2)=CC=1)([O-])=O.[CH3:21][C:22]([CH3:44])([CH2:28][C:29]([NH:31][CH2:32][C:33]([C:35]1[CH:40]=[CH:39][C:38]([N+:41]([O-:43])=[O:42])=[CH:37][CH:36]=1)=O)=O)[CH2:23][C:24]([O:26][CH3:27])=[O:25].COC1C=CC(P2(SP(C3C=CC(OC)=CC=3)(=S)S2)=S)=CC=1, predict the reaction product. The product is: [CH3:21][C:22]([CH3:44])([CH2:28][C:29]1[S:14][C:33]([C:35]2[CH:40]=[CH:39][C:38]([N+:41]([O-:43])=[O:42])=[CH:37][CH:36]=2)=[CH:32][N:31]=1)[CH2:23][C:24]([O:26][CH3:27])=[O:25]. (2) Given the reactants [OH-].[K+].[C:3]([N:6]([CH2:20][C:21]1[CH:26]=[CH:25][CH:24]=[CH:23][C:22]=1[C:27]([O:29]C)=[O:28])[C:7]1[CH:12]=[CH:11][CH:10]=[CH:9][C:8]=1[O:13][C:14]1[CH:19]=[CH:18][CH:17]=[CH:16][CH:15]=1)(=[O:5])[CH3:4], predict the reaction product. The product is: [C:3]([N:6]([CH2:20][C:21]1[CH:26]=[CH:25][CH:24]=[CH:23][C:22]=1[C:27]([OH:29])=[O:28])[C:7]1[CH:12]=[CH:11][CH:10]=[CH:9][C:8]=1[O:13][C:14]1[CH:19]=[CH:18][CH:17]=[CH:16][CH:15]=1)(=[O:5])[CH3:4]. (3) The product is: [Cl:1][C:2]1[CH:7]=[CH:6][C:5]([NH2:8])=[C:4]([CH:11]([F:12])[F:13])[CH:3]=1. Given the reactants [Cl:1][C:2]1[CH:7]=[CH:6][C:5]([N+:8]([O-])=O)=[C:4]([CH:11]([F:13])[F:12])[CH:3]=1.Cl, predict the reaction product. (4) Given the reactants [CH:1]1([S:4]([N:7]2[CH2:12][CH2:11][CH:10]([CH2:13][CH2:14][O:15][C:16]3[CH:17]=[C:18]([CH:22]=[CH:23][CH:24]=3)[C:19]([OH:21])=O)[CH2:9][CH2:8]2)(=[O:6])=[O:5])[CH2:3][CH2:2]1.[NH2:25][CH:26]1[CH:33]2[CH2:34][C:29]3([OH:36])[CH2:30][CH:31]([CH2:35][CH:27]1[CH2:28]3)[CH2:32]2, predict the reaction product. The product is: [CH:1]1([S:4]([N:7]2[CH2:8][CH2:9][CH:10]([CH2:13][CH2:14][O:15][C:16]3[CH:17]=[C:18]([CH:22]=[CH:23][CH:24]=3)[C:19]([NH:25][CH:26]3[CH:27]4[CH2:35][CH:31]5[CH2:30][C:29]([OH:36])([CH2:34][CH:33]3[CH2:32]5)[CH2:28]4)=[O:21])[CH2:11][CH2:12]2)(=[O:5])=[O:6])[CH2:3][CH2:2]1. (5) Given the reactants ICI.C([Zn]CC)C.[CH3:9][CH2:10][CH2:11][CH2:12][CH2:13][CH3:14].C(C1[C:18]([C:23]([O:25][CH3:26])=[O:24])=[N:19][CH:20]=CC=1)=C, predict the reaction product. The product is: [CH:11]1([C:12]2[C:18]([C:23]([O:25][CH3:26])=[O:24])=[N:19][CH:20]=[CH:14][CH:13]=2)[CH2:9][CH2:10]1. (6) Given the reactants C[O:2][C:3]([C:5]1[NH:6][C:7]2[C:12]([CH:13]=1)=[CH:11][CH:10]=[C:9]([C:14]([F:17])([F:16])[F:15])[CH:8]=2)=[O:4].Br[CH2:19][C:20]1[C:29]2[C:24](=[CH:25][CH:26]=[CH:27][CH:28]=2)[CH:23]=[CH:22][CH:21]=1, predict the reaction product. The product is: [C:20]1([CH2:19][N:6]2[C:7]3[C:12](=[CH:11][CH:10]=[C:9]([C:14]([F:17])([F:16])[F:15])[CH:8]=3)[CH:13]=[C:5]2[C:3]([OH:2])=[O:4])[C:29]2[C:24](=[CH:25][CH:26]=[CH:27][CH:28]=2)[CH:23]=[CH:22][CH:21]=1.